This data is from Full USPTO retrosynthesis dataset with 1.9M reactions from patents (1976-2016). The task is: Predict the reactants needed to synthesize the given product. Given the product [CH2:17]([N:1]1[CH:5]=[C:4]([C:6]2[CH:11]=[C:10]([C:12]#[N:13])[CH:9]=[CH:8][N:7]=2)[N:3]=[CH:2]1)[CH2:18][CH3:19], predict the reactants needed to synthesize it. The reactants are: [NH:1]1[CH:5]=[C:4]([C:6]2[CH:11]=[C:10]([C:12]#[N:13])[CH:9]=[CH:8][N:7]=2)[N:3]=[CH:2]1.[H-].[Na+].Br[CH2:17][CH2:18][CH3:19].